Dataset: Full USPTO retrosynthesis dataset with 1.9M reactions from patents (1976-2016). Task: Predict the reactants needed to synthesize the given product. (1) Given the product [F:14][C:15]1[C:16]([O:25][CH:26]([CH3:27])[CH3:28])=[CH:17][CH:18]=[C:19]([N+:22]([O-:24])=[O:23])[C:20]=1[CH:4]([C:5]([O:7][CH2:8][CH3:9])=[O:6])[C:3]([O:11][CH2:12][CH3:13])=[O:10], predict the reactants needed to synthesize it. The reactants are: [H-].[Na+].[C:3]([O:11][CH2:12][CH3:13])(=[O:10])[CH2:4][C:5]([O:7][CH2:8][CH3:9])=[O:6].[F:14][C:15]1[C:20](F)=[C:19]([N+:22]([O-:24])=[O:23])[CH:18]=[CH:17][C:16]=1[O:25][CH:26]([CH3:28])[CH3:27].O. (2) Given the product [C:1]1([C@H:12]2[C@H:16]([C:17]3[C:25]4[C:20](=[CH:21][CH:22]=[CH:23][CH:24]=4)[NH:19][CH:18]=3)[C:15](=[O:26])[NH:14][C:13]2=[O:27])[C:9]2[C:4]3=[C:5]([CH2:10][CH2:11][N:3]3[CH:2]=1)[CH:6]=[CH:7][CH:8]=2, predict the reactants needed to synthesize it. The reactants are: [C:1]1([C:12]2[C:13](=[O:27])[NH:14][C:15](=[O:26])[C:16]=2[C:17]2[C:25]3[C:20](=[CH:21][CH:22]=[CH:23][CH:24]=3)[NH:19][CH:18]=2)[C:9]2[C:4]3=[C:5]([CH2:10][CH2:11][N:3]3[CH:2]=1)[CH:6]=[CH:7][CH:8]=2.[Mg].C(OCC)(=O)C. (3) The reactants are: Br[CH:2]1[CH2:14][CH2:13][C:5]2[N:6]=[C:7]([NH:9][C:10](=[O:12])[CH3:11])[S:8][C:4]=2[C:3]1=O.[CH3:16][C:17]([CH3:22])([CH3:21])[C:18]([NH2:20])=[S:19]. Given the product [C:17]([C:18]1[S:19][C:2]2[CH2:14][CH2:13][C:5]3[N:6]=[C:7]([NH:9][C:10](=[O:12])[CH3:11])[S:8][C:4]=3[C:3]=2[N:20]=1)([CH3:22])([CH3:21])[CH3:16], predict the reactants needed to synthesize it. (4) Given the product [CH3:1][O:19][C:18](=[O:20])[C:17]1[CH:21]=[CH:22][CH:23]=[C:15]([OH:14])[C:16]=1[NH2:24], predict the reactants needed to synthesize it. The reactants are: [CH3:1][Si](C=[N+]=[N-])(C)C.CCCCCC.[OH:14][C:15]1[CH:23]=[CH:22][CH:21]=[C:17]([C:18]([OH:20])=[O:19])[C:16]=1[NH2:24]. (5) The reactants are: [C:1]([C:4]([C@@H:17]1[CH2:21][CH2:20][NH:19][CH2:18]1)([C:11]1[CH:16]=[CH:15][CH:14]=[CH:13][CH:12]=1)[C:5]1[CH:10]=[CH:9][CH:8]=[CH:7][CH:6]=1)(=[O:3])[NH2:2].C(N(CC)CC)C.Br[CH2:30][CH2:31][CH2:32][CH2:33][CH2:34][CH2:35][CH2:36][OH:37]. Given the product [C:1]([C:4]([C@@H:17]1[CH2:21][CH2:20][N:19]([CH2:30][CH2:31][CH2:32][CH2:33][CH2:34][CH2:35][CH2:36][OH:37])[CH2:18]1)([C:11]1[CH:12]=[CH:13][CH:14]=[CH:15][CH:16]=1)[C:5]1[CH:10]=[CH:9][CH:8]=[CH:7][CH:6]=1)(=[O:3])[NH2:2], predict the reactants needed to synthesize it. (6) Given the product [Br:16][C:17]1[N:18]=[CH:19][C:20]([N:23]2[C:8]3[C@@H:9]4[CH2:10][C@@H:11]4[CH2:12][C:7]=3[C:5]([C:4]([OH:3])=[O:14])=[N:24]2)=[N:21][CH:22]=1, predict the reactants needed to synthesize it. The reactants are: C([O:3][C:4](=[O:14])[C:5](=[C:7]1[CH2:12][C@@H:11]2[C@@H:9]([CH2:10]2)[C:8]1=O)[O-])C.[K+].[Br:16][C:17]1[CH:22]=[N:21][C:20]([NH:23][NH2:24])=[CH:19][N:18]=1.